From a dataset of Forward reaction prediction with 1.9M reactions from USPTO patents (1976-2016). Predict the product of the given reaction. (1) Given the reactants [CH2:1]([N:4]([CH2:19][CH2:20][CH3:21])[CH2:5][CH2:6][CH2:7][CH2:8][NH:9][CH2:10][C:11]1[CH:18]=[CH:17][C:14]([C:15]#[N:16])=[CH:13][CH:12]=1)[CH2:2][CH3:3].[CH3:22][C:23]1[O:27][C:26]([CH:28]=O)=[CH:25][CH:24]=1.C(O[BH-](OC(=O)C)OC(=O)C)(=O)C.[Na+].C(=O)(O)[O-].[Na+], predict the reaction product. The product is: [CH2:19]([N:4]([CH2:1][CH2:2][CH3:3])[CH2:5][CH2:6][CH2:7][CH2:8][N:9]([CH2:10][C:11]1[CH:12]=[CH:13][C:14]([C:15]#[N:16])=[CH:17][CH:18]=1)[CH2:28][C:26]1[O:27][C:23]([CH3:22])=[CH:24][CH:25]=1)[CH2:20][CH3:21]. (2) Given the reactants [C:1]([C:3]1[CH:8]=[CH:7][C:6]([C:9]2[N:13]3[CH:14]=[C:15]([C:18]4[CH:26]=[CH:25][C:21]([C:22]([OH:24])=O)=[CH:20][C:19]=4[F:27])[N:16]=[CH:17][C:12]3=[N:11][CH:10]=2)=[CH:5][CH:4]=1)#[N:2].CCN(C(C)C)C(C)C.C1C=CC2N(O)N=NC=2C=1.CCN=C=NCCCN(C)C.Cl.[CH3:59][N:60]1[CH2:65][CH2:64][NH:63][CH2:62][CH2:61]1, predict the reaction product. The product is: [F:27][C:19]1[CH:20]=[C:21]([C:22]([N:63]2[CH2:64][CH2:65][N:60]([CH3:59])[CH2:61][CH2:62]2)=[O:24])[CH:25]=[CH:26][C:18]=1[C:15]1[N:16]=[CH:17][C:12]2[N:13]([C:9]([C:6]3[CH:5]=[CH:4][C:3]([C:1]#[N:2])=[CH:8][CH:7]=3)=[CH:10][N:11]=2)[CH:14]=1.